Dataset: Peptide-MHC class I binding affinity with 185,985 pairs from IEDB/IMGT. Task: Regression. Given a peptide amino acid sequence and an MHC pseudo amino acid sequence, predict their binding affinity value. This is MHC class I binding data. The peptide sequence is DIVNEHDIKY. The MHC is HLA-A68:01 with pseudo-sequence HLA-A68:01. The binding affinity (normalized) is 0.220.